Dataset: Reaction yield outcomes from USPTO patents with 853,638 reactions. Task: Predict the reaction yield, written as a fraction of the theoretical maximum amount of product (1.0 means a 100% yield; for example, 0.34 means a 34% yield). (1) The reactants are C([O:8][CH2:9][C@H:10]1[C@@H:14]([O:15][Si:16]([C:19]([CH3:22])([CH3:21])[CH3:20])([CH3:18])[CH3:17])[CH2:13][C@H:12]([NH:23][C:24]2[N:29]=[C:28]([NH:30][C@@H:31]3[C:39]4[C:34](=[CH:35][CH:36]=[CH:37][CH:38]=4)[CH2:33][C@@H:32]3[O:40][CH3:41])[N:27]=[C:26](Cl)[N:25]=2)[CH2:11]1)C1C=CC=CC=1.C([O-])(O)=O.[Na+]. The catalyst is CO.C(Cl)Cl.[Pd]. The product is [Si:16]([O:15][C@H:14]1[CH2:13][C@H:12]([NH:23][C:24]2[N:29]=[C:28]([NH:30][C@@H:31]3[C:39]4[C:34](=[CH:35][CH:36]=[CH:37][CH:38]=4)[CH2:33][C@@H:32]3[O:40][CH3:41])[N:27]=[CH:26][N:25]=2)[CH2:11][C@H:10]1[CH2:9][OH:8])([C:19]([CH3:22])([CH3:21])[CH3:20])([CH3:18])[CH3:17]. The yield is 0.570. (2) The reactants are [CH3:1][O:2][C:3]1[CH:4]=[C:5]2[C:10](=[CH:11][C:12]=1[O:13][CH3:14])[N:9]=[CH:8][CH:7]=[C:6]2[O:15][C:16]1[CH:22]=[CH:21][C:19]([NH2:20])=[C:18]([F:23])[CH:17]=1.ClC(Cl)(O[C:28](=[O:34])OC(Cl)(Cl)Cl)Cl.[CH3:36][CH:37]([NH2:41])[CH:38]([CH3:40])[CH3:39]. The catalyst is C(Cl)(Cl)Cl.C(N(CC)CC)C.ClCCl. The product is [CH3:1][O:2][C:3]1[CH:4]=[C:5]2[C:10](=[CH:11][C:12]=1[O:13][CH3:14])[N:9]=[CH:8][CH:7]=[C:6]2[O:15][C:16]1[CH:22]=[CH:21][C:19]([NH:20][C:28]([NH:41][CH:37]([CH3:36])[CH:38]([CH3:40])[CH3:39])=[O:34])=[C:18]([F:23])[CH:17]=1. The yield is 0.650. (3) The reactants are [NH:1]1[C:9]2[C:4](=[CH:5][CH:6]=[C:7]([C:10]([OH:12])=O)[CH:8]=2)[CH:3]=[N:2]1.[NH:13]1[CH2:18][CH2:17][CH2:16][C@@H:15]2[C:19]3[CH:20]=[CH:21][CH:22]=[CH:23][C:24]=3[CH2:25][C@H:14]12.F[P-](F)(F)(F)(F)F.N1(OC(N(C)C)=[N+](C)C)C2N=CC=CC=2N=N1. No catalyst specified. The product is [N:13]1([C:10]([C:7]2[CH:8]=[C:9]3[C:4]([CH:3]=[N:2][NH:1]3)=[CH:5][CH:6]=2)=[O:12])[CH2:18][CH2:17][CH2:16][C@@H:15]2[C:19]3[CH:20]=[CH:21][CH:22]=[CH:23][C:24]=3[CH2:25][C@H:14]12. The yield is 0.0500.